This data is from Forward reaction prediction with 1.9M reactions from USPTO patents (1976-2016). The task is: Predict the product of the given reaction. (1) Given the reactants Cl[C:2]([O:4][CH2:5][C:6]1[CH:11]=[CH:10][CH:9]=[CH:8][CH:7]=1)=[O:3].[NH2:12][C@H:13]([CH3:17])[C:14]([OH:16])=[O:15], predict the reaction product. The product is: [CH2:5]([O:4][C:2]([NH:12][C@H:13]([CH3:17])[C:14]([OH:16])=[O:15])=[O:3])[C:6]1[CH:11]=[CH:10][CH:9]=[CH:8][CH:7]=1. (2) Given the reactants [Br:1][C:2]1[N:3]=[C:4]([N:12]2[CH2:17][CH2:16][N:15]3[C:18]([C:21]([F:24])([F:23])[F:22])=[N:19][N:20]=[C:14]3[CH2:13]2)[N:5]2[CH:10]=[CH:9][N:8]=[C:7](Cl)[C:6]=12.[NH3:25].CC(O)C, predict the reaction product. The product is: [Br:1][C:2]1[N:3]=[C:4]([N:12]2[CH2:17][CH2:16][N:15]3[C:18]([C:21]([F:24])([F:23])[F:22])=[N:19][N:20]=[C:14]3[CH2:13]2)[N:5]2[CH:10]=[CH:9][N:8]=[C:7]([NH2:25])[C:6]=12. (3) Given the reactants [NH2:1][C:2]1[C:7]([NH2:8])=[CH:6][C:5]([Br:9])=[CH:4][N:3]=1.[O:10]1[CH2:15][CH2:14][CH:13]([C:16](=O)[CH3:17])[CH2:12][CH2:11]1.C([BH3-])#N.[Na+].C(=O)(O)[O-].[Na+], predict the reaction product. The product is: [Br:9][C:5]1[CH:6]=[C:7]([NH:8][CH:16]([CH:13]2[CH2:14][CH2:15][O:10][CH2:11][CH2:12]2)[CH3:17])[C:2]([NH2:1])=[N:3][CH:4]=1. (4) Given the reactants C[O:2][C:3](=[O:29])[CH2:4][NH:5][C:6]([C:8]1[C:12]([CH3:13])=[C:11]([CH:14]=[N:15][N:16]=[C:17]2[C:25]3[C:20](=[CH:21][CH:22]=[C:23]([F:26])[CH:24]=3)[NH:19][C:18]2=[O:27])[NH:10][C:9]=1[CH3:28])=[O:7].CO.[Li+].[OH-].Cl, predict the reaction product. The product is: [F:26][C:23]1[CH:24]=[C:25]2[C:20](=[CH:21][CH:22]=1)[NH:19][C:18](=[O:27])[C:17]2=[N:16][N:15]=[CH:14][C:11]1[NH:10][C:9]([CH3:28])=[C:8]([C:6]([NH:5][CH2:4][C:3]([OH:29])=[O:2])=[O:7])[C:12]=1[CH3:13]. (5) The product is: [CH2:1]([O:9][C:10]1[CH:17]=[CH:16][C:13]([CH2:14][NH:25][CH2:24][C:23]2[CH:22]=[CH:21][C:20]([C:19]([F:18])([F:28])[F:29])=[CH:27][CH:26]=2)=[CH:12][CH:11]=1)[CH2:2][CH2:3][CH2:4][CH2:5][CH2:6][CH2:7][CH3:8]. Given the reactants [CH2:1]([O:9][C:10]1[CH:17]=[CH:16][C:13]([CH:14]=O)=[CH:12][CH:11]=1)[CH2:2][CH2:3][CH2:4][CH2:5][CH2:6][CH2:7][CH3:8].[F:18][C:19]([F:29])([F:28])[C:20]1[CH:27]=[CH:26][C:23]([CH2:24][NH2:25])=[CH:22][CH:21]=1, predict the reaction product. (6) Given the reactants [O:1]=[C:2]1[NH:7][CH2:6][CH2:5][N:4]([C:8]2[S:9][C:10]([C:13](OCC)=[O:14])=[CH:11][N:12]=2)[CH2:3]1.C([BH-](CC)CC)C.[Li+], predict the reaction product. The product is: [OH:14][CH2:13][C:10]1[S:9][C:8]([N:4]2[CH2:5][CH2:6][NH:7][C:2](=[O:1])[CH2:3]2)=[N:12][CH:11]=1.